The task is: Regression. Given two drug SMILES strings and cell line genomic features, predict the synergy score measuring deviation from expected non-interaction effect.. This data is from NCI-60 drug combinations with 297,098 pairs across 59 cell lines. (1) Drug 1: CC(C1=C(C=CC(=C1Cl)F)Cl)OC2=C(N=CC(=C2)C3=CN(N=C3)C4CCNCC4)N. Drug 2: C1=C(C(=O)NC(=O)N1)N(CCCl)CCCl. Cell line: IGROV1. Synergy scores: CSS=22.2, Synergy_ZIP=-2.55, Synergy_Bliss=-4.17, Synergy_Loewe=-4.54, Synergy_HSA=-3.72. (2) Drug 1: CS(=O)(=O)C1=CC(=C(C=C1)C(=O)NC2=CC(=C(C=C2)Cl)C3=CC=CC=N3)Cl. Drug 2: CCC1(CC2CC(C3=C(CCN(C2)C1)C4=CC=CC=C4N3)(C5=C(C=C6C(=C5)C78CCN9C7C(C=CC9)(C(C(C8N6C)(C(=O)OC)O)OC(=O)C)CC)OC)C(=O)OC)O.OS(=O)(=O)O. Cell line: K-562. Synergy scores: CSS=59.7, Synergy_ZIP=10.2, Synergy_Bliss=13.6, Synergy_Loewe=-21.8, Synergy_HSA=13.6.